From a dataset of Full USPTO retrosynthesis dataset with 1.9M reactions from patents (1976-2016). Predict the reactants needed to synthesize the given product. (1) Given the product [Cl:1][C:2]1[N:7]=[CH:6][C:5]([CH2:8][C:9]2[CH:10]=[C:11]3[C:16](=[C:17]4[CH:22]=[CH:21][CH:36]=[N:37][C:18]=24)[N:15]=[CH:14][N:13]([C@H:23]2[CH2:28][CH2:27][CH2:26][CH2:25][C@@H:24]2[OH:29])[C:12]3=[O:30])=[CH:4][CH:3]=1, predict the reactants needed to synthesize it. The reactants are: [Cl:1][C:2]1[N:7]=[CH:6][C:5]([CH2:8][C:9]2[CH:10]=[C:11]3[C:16](=[C:17]4[CH:22]=[CH:21]N=C[C:18]=24)[N:15]=[CH:14][N:13]([C@H:23]2[CH2:28][CH2:27][CH2:26][CH2:25][C@@H:24]2[OH:29])[C:12]3=[O:30])=[CH:4][CH:3]=1.CC1C([N+]([O-])=O)=C2C(=CC=1)C=[N:37][CH:36]=C2. (2) Given the product [NH2:32][C:11]1[N:12]=[C:13]([N:15]2[CH:24]([CH3:25])[CH2:23][C:22]3[C:17](=[CH:18][C:19]([CH:26]4[CH2:27][CH2:28][N:29]([C:35]([N:34]([CH3:38])[CH3:33])=[O:36])[CH2:30][CH2:31]4)=[CH:20][CH:21]=3)[CH2:16]2)[CH:14]=[C:9]([N:6]2[CH2:7][CH2:8][N:3]([CH3:2])[CH2:4][CH2:5]2)[N:10]=1, predict the reactants needed to synthesize it. The reactants are: Cl.[CH3:2][N:3]1[CH2:8][CH2:7][N:6]([C:9]2[CH:14]=[C:13]([N:15]3[CH:24]([CH3:25])[CH2:23][C:22]4[C:17](=[CH:18][C:19]([CH:26]5[CH2:31][CH2:30][NH:29][CH2:28][CH2:27]5)=[CH:20][CH:21]=4)[CH2:16]3)[N:12]=[C:11]([NH2:32])[N:10]=2)[CH2:5][CH2:4]1.[CH3:33][N:34]([CH3:38])[C:35](Cl)=[O:36]. (3) Given the product [Cl:1][C:2]1[CH:3]=[C:4]([N:8]([CH2:9][C:10]2[C:19]3[C:14](=[C:15]([F:20])[CH:16]=[CH:17][CH:18]=3)[NH:13][C:12](=[O:21])[CH:11]=2)[C:28](=[O:29])[C:27]2[CH:31]=[CH:32][C:24]([C:22]#[N:23])=[CH:25][CH:26]=2)[CH:5]=[CH:6][CH:7]=1, predict the reactants needed to synthesize it. The reactants are: [Cl:1][C:2]1[CH:3]=[C:4]([NH:8][CH2:9][C:10]2[C:19]3[C:14](=[C:15]([F:20])[CH:16]=[CH:17][CH:18]=3)[NH:13][C:12](=[O:21])[CH:11]=2)[CH:5]=[CH:6][CH:7]=1.[C:22]([C:24]1[CH:32]=[CH:31][C:27]([C:28](O)=[O:29])=[CH:26][CH:25]=1)#[N:23]. (4) Given the product [Br:1][C:2]1[CH:10]=[CH:9][C:5]([C:6]([O:8][CH3:16])=[O:7])=[C:4]([F:11])[CH:3]=1, predict the reactants needed to synthesize it. The reactants are: [Br:1][C:2]1[CH:10]=[CH:9][C:5]([C:6]([OH:8])=[O:7])=[C:4]([F:11])[CH:3]=1.O=S(Cl)Cl.[CH3:16]O. (5) Given the product [CH3:1][C:2]1[C:6]([C:7]2[CH:8]=[C:9]([C:25]([O:27][C:28]([CH3:31])([CH3:30])[CH3:29])=[O:26])[C:10]3[C:11]4[CH:12]=[C:13]([C:20]([O:22][CH2:23][CH3:24])=[O:21])[CH:14]=[CH:15][C:16]=4[N:17]([CH2:58][C:59]4[CH:64]=[CH:63][C:62]([F:65])=[CH:61][CH:60]=4)[C:18]=3[CH:19]=2)=[C:5]([CH3:32])[O:4][N:3]=1, predict the reactants needed to synthesize it. The reactants are: [CH3:1][C:2]1[C:6]([C:7]2[CH:8]=[C:9]([C:25]([O:27][C:28]([CH3:31])([CH3:30])[CH3:29])=[O:26])[C:10]3[C:11]4[CH:12]=[C:13]([C:20]([O:22][CH2:23][CH3:24])=[O:21])[CH:14]=[CH:15][C:16]=4[NH:17][C:18]=3[CH:19]=2)=[C:5]([CH3:32])[O:4][N:3]=1.C(=O)([O-])[O-].[K+].[K+].C1OCCOCCOCCOCCOCCOC1.Cl[CH2:58][C:59]1[CH:64]=[CH:63][C:62]([F:65])=[CH:61][CH:60]=1.